From a dataset of Forward reaction prediction with 1.9M reactions from USPTO patents (1976-2016). Predict the product of the given reaction. Given the reactants [Br:1][C:2]1[CH:11]=[C:10]2[C:5]([CH2:6][CH2:7][C:8](=[O:12])[CH2:9]2)=[CH:4][C:3]=1[F:13].C1C(=O)N(Br)C(=O)C1.[Si](OS(C(F)(F)F)(=O)=O)(C)(C)C, predict the reaction product. The product is: [Br:1][C:2]1[CH:11]=[C:10]2[C:5]([CH:6]=[CH:7][C:8]([OH:12])=[CH:9]2)=[CH:4][C:3]=1[F:13].